This data is from Full USPTO retrosynthesis dataset with 1.9M reactions from patents (1976-2016). The task is: Predict the reactants needed to synthesize the given product. (1) Given the product [F:1][CH:2]1[CH2:3][CH:4]([CH2:15][OH:16])[CH2:5][N:6]([C:8]([O:10][C:11]([CH3:14])([CH3:13])[CH3:12])=[O:9])[CH2:7]1, predict the reactants needed to synthesize it. The reactants are: [F:1][CH:2]1[CH2:7][N:6]([C:8]([O:10][C:11]([CH3:14])([CH3:13])[CH3:12])=[O:9])[CH2:5][CH:4]([C:15](OC)=[O:16])[CH2:3]1.[BH4-].[Li+]. (2) Given the product [CH2:1]([NH:4][C:5]([N:7]1[C:15]2[C:10](=[CH:11][C:12]([O:16][C:17]3[CH:22]=[CH:21][N:20]=[C:19]([NH:23][C:27]([N:26]4[CH2:29][CH2:30][CH2:25][CH2:24]4)=[O:33])[CH:18]=3)=[CH:13][CH:14]=2)[CH:9]=[CH:8]1)=[O:6])[CH2:2][CH3:3], predict the reactants needed to synthesize it. The reactants are: [CH2:1]([NH:4][C:5]([N:7]1[C:15]2[C:10](=[CH:11][C:12]([O:16][C:17]3[CH:22]=[CH:21][N:20]=[C:19]([NH2:23])[CH:18]=3)=[CH:13][CH:14]=2)[CH:9]=[CH:8]1)=[O:6])[CH2:2][CH3:3].[CH2:24]([N:26]([CH2:29][CH3:30])[CH2:27]C)[CH3:25].ClC(OC1C=CC=CC=1)=[O:33].N1CCCC1. (3) Given the product [Cl:1][C:2]1[CH:3]=[C:4]([C:9]2[CH:10]=[C:11]([C:22]([O:24][CH2:25][CH3:26])=[O:23])[O:12][C:13]=2[C:14]2[CH:19]=[CH:18][C:17]([F:39])=[CH:16][CH:15]=2)[CH:5]=[CH:6][CH:7]=1, predict the reactants needed to synthesize it. The reactants are: [Cl:1][C:2]1[CH:3]=[C:4]([C:9]2[CH:10]=[C:11]([C:22]([O:24][CH2:25][CH3:26])=[O:23])[O:12][C:13]=2[C:14]2[CH:19]=[CH:18][CH:17]=[C:16](C#N)[CH:15]=2)[CH:5]=[C:6](F)[CH:7]=1.BrC1C=C(C(OCC)=O)OC=1C1C=CC([F:39])=CC=1.